From a dataset of Peptide-MHC class II binding affinity with 134,281 pairs from IEDB. Regression. Given a peptide amino acid sequence and an MHC pseudo amino acid sequence, predict their binding affinity value. This is MHC class II binding data. (1) The peptide sequence is PVLSAFKKFPKFNRV. The MHC is HLA-DQA10301-DQB10302 with pseudo-sequence HLA-DQA10301-DQB10302. The binding affinity (normalized) is 0. (2) The peptide sequence is YDKFLANVSTALTGK. The MHC is DRB1_0404 with pseudo-sequence DRB1_0404. The binding affinity (normalized) is 0.726. (3) The peptide sequence is FLLMDALKLSI. The MHC is DRB1_0101 with pseudo-sequence DRB1_0101. The binding affinity (normalized) is 0.710. (4) The peptide sequence is KAIETLNDNTKNKVN. The MHC is DRB1_0101 with pseudo-sequence DRB1_0101. The binding affinity (normalized) is 0.378.